From a dataset of Forward reaction prediction with 1.9M reactions from USPTO patents (1976-2016). Predict the product of the given reaction. (1) The product is: [OH:25][C:21]1[C:20]([O:27][CH3:28])=[CH:19][CH:18]=[C:17]([O:16][CH2:15][C:14]2[C:9]([C:8]3[N:4]([CH:1]([CH3:3])[CH3:2])[N:5]=[CH:6][CH:7]=3)=[N:10][CH:11]=[CH:12][CH:13]=2)[C:22]=1[CH:23]=[O:24]. Given the reactants [CH:1]([N:4]1[C:8]([C:9]2[C:14]([CH2:15][O:16][C:17]3[C:22]([CH:23]=[O:24])=[C:21]([O:25]C)[C:20]([O:27][CH3:28])=[CH:19][CH:18]=3)=[CH:13][CH:12]=[CH:11][N:10]=2)=[CH:7][CH:6]=[N:5]1)([CH3:3])[CH3:2].B(Br)(Br)Br, predict the reaction product. (2) Given the reactants Cl[C:2]1[C:3]2[C:10]([CH3:11])=[C:9]([CH2:12][CH3:13])[NH:8][C:4]=2[N:5]=[CH:6][N:7]=1.[NH2:14][C:15]1[CH:24]=[CH:23][C:18]2[NH:19][C:20](=[O:22])[S:21][C:17]=2[CH:16]=1.Cl, predict the reaction product. The product is: [CH2:12]([C:9]1[NH:8][C:4]2[N:5]=[CH:6][N:7]=[C:2]([NH:14][C:15]3[CH:24]=[CH:23][C:18]4[NH:19][C:20](=[O:22])[S:21][C:17]=4[CH:16]=3)[C:3]=2[C:10]=1[CH3:11])[CH3:13]. (3) The product is: [C:1]([C:5]1[S:9][C:8]([NH:10][C:11]([C@@H:13]2[CH2:18][CH2:17][CH2:16][CH2:15][N:14]2[CH:27]2[CH2:29][CH2:28]2)=[O:12])=[N:7][N:6]=1)([CH3:4])([CH3:2])[CH3:3]. Given the reactants [C:1]([C:5]1[S:9][C:8]([NH:10][C:11]([C@@H:13]2[CH2:18][CH2:17][CH2:16][CH2:15][NH:14]2)=[O:12])=[N:7][N:6]=1)([CH3:4])([CH3:3])[CH3:2].Cl.C(O)(=O)C.C(O[C:27]1(O[Si](C)(C)C)[CH2:29][CH2:28]1)C.C([BH3-])#N.[Na+], predict the reaction product. (4) Given the reactants [F:1][C:2]1[CH:3]=[CH:4][C:5]([O:29]O)=[C:6]([C:8]([CH3:28])([CH3:27])[CH2:9][C:10]([C:23]([F:26])([F:25])[F:24])([OH:22])[CH2:11][NH:12][C:13]2[CH:21]=[CH:20][CH:19]=[C:18]3[C:14]=2[CH:15]=[N:16][NH:17]3)[CH:7]=1.[F:31][C:32]1[CH:37]=[C:36](B(O)O)[CH:35]=[CH:34][N:33]=1, predict the reaction product. The product is: [F:1][C:2]1[CH:3]=[CH:4][C:5]([OH:29])=[C:6]([C:8]([CH3:28])([CH3:27])[CH2:9][C:10]([C:23]([F:26])([F:25])[F:24])([OH:22])[CH2:11][NH:12][C:13]2[CH:21]=[CH:20][CH:19]=[C:18]3[C:14]=2[CH:15]=[N:16][N:17]3[C:36]2[CH:35]=[CH:34][N:33]=[C:32]([F:31])[CH:37]=2)[CH:7]=1. (5) The product is: [Cl:1][C:2]1[CH:3]=[C:4]([CH:8]=[CH:9][C:10]=1[S:11]([N:14]1[CH2:18][CH2:17][CH2:16][CH2:15]1)(=[O:13])=[O:12])[C:5]([NH:61][C@H:59]([C:57]1[NH:56][C:55]2[CH:62]=[C:51]([Cl:50])[CH:52]=[CH:53][C:54]=2[N:58]=1)[CH3:60])=[O:7]. Given the reactants [Cl:1][C:2]1[CH:3]=[C:4]([CH:8]=[CH:9][C:10]=1[S:11]([N:14]1[CH2:18][CH2:17][CH2:16][CH2:15]1)(=[O:13])=[O:12])[C:5]([OH:7])=O.CN(C(ON1N=NC2C=CC=CC1=2)=[N+](C)C)C.[B-](F)(F)(F)F.C(N(C(C)C)CC)(C)C.[Cl:50][C:51]1[CH:52]=[CH:53][C:54]2[N:58]=[C:57]([C@@H:59]([NH2:61])[CH3:60])[NH:56][C:55]=2[CH:62]=1.ClCl, predict the reaction product. (6) Given the reactants [NH2:1][C:2]1[N:3]=[C:4](Cl)[C:5]2[CH:10]=[CH:9][N:8]([C@@H:11]3[O:17][C@H:16]([CH2:18][OH:19])[C@@H:14]([OH:15])[C@@:12]3([CH3:20])[OH:13])[C:6]=2[N:7]=1, predict the reaction product. The product is: [NH2:1][C:2]1[N:3]=[CH:4][C:5]2[CH:10]=[CH:9][N:8]([C@@H:11]3[O:17][C@H:16]([CH2:18][OH:19])[C@@H:14]([OH:15])[C@@:12]3([CH3:20])[OH:13])[C:6]=2[N:7]=1.